This data is from Forward reaction prediction with 1.9M reactions from USPTO patents (1976-2016). The task is: Predict the product of the given reaction. Given the reactants [N:1]1[CH:6]=[CH:5][CH:4]=[CH:3][C:2]=1[C:7]1[C:11]([NH:12][C:13]2[CH:18]=[CH:17][C:16]([NH2:19])=[CH:15][N:14]=2)=[CH:10][NH:9][N:8]=1.CCN(CC)CC.[CH:27]1([C:30](Cl)=[O:31])[CH2:29][CH2:28]1, predict the reaction product. The product is: [N:1]1[CH:6]=[CH:5][CH:4]=[CH:3][C:2]=1[C:7]1[C:11]([NH:12][C:13]2[N:14]=[CH:15][C:16]([NH:19][C:30]([CH:27]3[CH2:29][CH2:28]3)=[O:31])=[CH:17][CH:18]=2)=[CH:10][NH:9][N:8]=1.